Dataset: Catalyst prediction with 721,799 reactions and 888 catalyst types from USPTO. Task: Predict which catalyst facilitates the given reaction. (1) Reactant: [CH2:1]([N:8]([CH2:39][CH2:40][OH:41])[C:9]1[C:10]2[CH2:31][N:30](C(OC(C)(C)C)=O)[CH2:29][CH2:28][C:11]=2[N:12]=[C:13]([NH:15][C:16]2[CH:21]=[CH:20][C:19]([N:22]3[CH:26]=[CH:25][N:24]=[C:23]3[CH3:27])=[CH:18][CH:17]=2)[N:14]=1)[C:2]1[CH:7]=[CH:6][CH:5]=[CH:4][CH:3]=1.Cl. Product: [CH2:1]([N:8]([C:9]1[C:10]2[CH2:31][NH:30][CH2:29][CH2:28][C:11]=2[N:12]=[C:13]([NH:15][C:16]2[CH:21]=[CH:20][C:19]([N:22]3[CH:26]=[CH:25][N:24]=[C:23]3[CH3:27])=[CH:18][CH:17]=2)[N:14]=1)[CH2:39][CH2:40][OH:41])[C:2]1[CH:3]=[CH:4][CH:5]=[CH:6][CH:7]=1. The catalyst class is: 5. (2) Reactant: C(O)(=O)C.C(O[BH-](OC(=O)C)OC(=O)C)(=O)C.[Na+].[Cl:19][C:20]1[N:25]=[C:24]([NH:26][CH:27]2[CH2:32][CH2:31][O:30][CH2:29][CH2:28]2)[C:23]([NH2:33])=[CH:22][N:21]=1.[CH3:34][O:35][C:36]1[CH:43]=[C:42]([O:44][CH3:45])[CH:41]=[CH:40][C:37]=1[CH:38]=O.C(=O)([O-])[O-].[K+].[K+]. Product: [Cl:19][C:20]1[N:25]=[C:24]([NH:26][CH:27]2[CH2:28][CH2:29][O:30][CH2:31][CH2:32]2)[C:23]([NH:33][CH2:38][C:37]2[CH:40]=[CH:41][C:42]([O:44][CH3:45])=[CH:43][C:36]=2[O:35][CH3:34])=[CH:22][N:21]=1. The catalyst class is: 46. (3) Product: [Cl:18][C:12]1[CH:13]=[C:14]([Cl:17])[CH:15]=[CH:16][C:11]=1[C:10]1[C:6]([C:4]([OH:5])=[O:3])=[N:7][NH:8][CH:9]=1. The catalyst class is: 20. Reactant: C([O:3][C:4]([C:6]1[C:10]([C:11]2[CH:16]=[CH:15][C:14]([Cl:17])=[CH:13][C:12]=2[Cl:18])=[CH:9][NH:8][N:7]=1)=[O:5])C.O.[OH-].[Li+]. (4) Reactant: [F:1][C:2]1[CH:7]=[CH:6][C:5]([CH3:8])=[CH:4][C:3]=1[OH:9].[Br:10]Br. Product: [Br:10][C:6]1[C:5]([CH3:8])=[CH:4][C:3]([OH:9])=[C:2]([F:1])[CH:7]=1. The catalyst class is: 15. (5) Reactant: [OH-].[Li+].C([O:5][C:6](=[O:38])[C:7]1[CH:12]=[CH:11][C:10]([N:13]2[CH2:19][CH2:18][CH2:17][CH:16]([O:20][CH2:21][C:22]3[C:23]([C:30]4[C:35]([Cl:36])=[CH:34][CH:33]=[CH:32][C:31]=4[Cl:37])=[N:24][O:25][C:26]=3[CH:27]3[CH2:29][CH2:28]3)[CH2:15][CH2:14]2)=[CH:9][CH:8]=1)C. Product: [CH:27]1([C:26]2[O:25][N:24]=[C:23]([C:30]3[C:31]([Cl:37])=[CH:32][CH:33]=[CH:34][C:35]=3[Cl:36])[C:22]=2[CH2:21][O:20][CH:16]2[CH2:17][CH2:18][CH2:19][N:13]([C:10]3[CH:9]=[CH:8][C:7]([C:6]([OH:38])=[O:5])=[CH:12][CH:11]=3)[CH2:14][CH2:15]2)[CH2:29][CH2:28]1. The catalyst class is: 12. (6) Reactant: [CH2:1]([O:3][C:4]1[C:9]([C:10]2[NH:11][C:12](=[O:30])[C:13]3[C:14](=[C:16]([CH2:28][CH3:29])[N:17]([C:19]4[CH:24]=[CH:23][C:22]([N+:25]([O-])=O)=[CH:21][CH:20]=4)[N:18]=3)[N:15]=2)=[CH:8][C:7]([S:31]([N:34]2[CH2:39][CH2:38][N:37]([CH2:40][CH3:41])[CH2:36][CH2:35]2)(=[O:33])=[O:32])=[CH:6][N:5]=1)[CH3:2].[Cl-].[NH4+]. Product: [NH2:25][C:22]1[CH:21]=[CH:20][C:19]([N:17]2[C:16]([CH2:28][CH3:29])=[C:14]3[N:15]=[C:10]([C:9]4[C:4]([O:3][CH2:1][CH3:2])=[N:5][CH:6]=[C:7]([S:31]([N:34]5[CH2:35][CH2:36][N:37]([CH2:40][CH3:41])[CH2:38][CH2:39]5)(=[O:32])=[O:33])[CH:8]=4)[NH:11][C:12](=[O:30])[C:13]3=[N:18]2)=[CH:24][CH:23]=1. The catalyst class is: 406. (7) Reactant: [C:1]([O:4][CH2:5][CH2:6][CH2:7][CH2:8][C:9]1[C:17]2[C:12](=[CH:13][CH:14]=[CH:15][CH:16]=2)[NH:11][C:10]=1[CH:18]1[CH2:23][CH2:22][C:21]([CH2:27][C:28]2[CH:33]=[CH:32][CH:31]=[CH:30][CH:29]=2)([N:24]([CH3:26])[CH3:25])[CH2:20][CH2:19]1)(=[O:3])[CH3:2].[Si]([Cl:38])(C)(C)C. Product: [ClH:38].[C:1]([O:4][CH2:5][CH2:6][CH2:7][CH2:8][C:9]1[C:17]2[C:12](=[CH:13][CH:14]=[CH:15][CH:16]=2)[NH:11][C:10]=1[CH:18]1[CH2:19][CH2:20][C:21]([CH2:27][C:28]2[CH:33]=[CH:32][CH:31]=[CH:30][CH:29]=2)([N:24]([CH3:26])[CH3:25])[CH2:22][CH2:23]1)(=[O:3])[CH3:2]. The catalyst class is: 13. (8) Reactant: [C:1]([O:5][C:6](=[O:15])[NH:7][C@H:8]1[CH2:13][CH2:12][C@@H:11]([NH2:14])[CH2:10][CH2:9]1)([CH3:4])([CH3:3])[CH3:2].Br[CH2:17][CH2:18][CH2:19][CH2:20]Br.C(=O)([O-])O.[K+]. Product: [N:14]1([C@@H:11]2[CH2:10][CH2:9][C@H:8]([NH:7][C:6](=[O:15])[O:5][C:1]([CH3:4])([CH3:2])[CH3:3])[CH2:13][CH2:12]2)[CH2:20][CH2:19][CH2:18][CH2:17]1. The catalyst class is: 9.